From a dataset of Reaction yield outcomes from USPTO patents with 853,638 reactions. Predict the reaction yield, written as a fraction of the theoretical maximum amount of product (1.0 means a 100% yield; for example, 0.34 means a 34% yield). (1) The reactants are [CH2:1]([O:3][CH:4]([O:18][CH2:19][CH3:20])[C@@H:5]([NH:7]C(=O)OCC1C=CC=CC=1)[CH3:6])[CH3:2]. The catalyst is CO.[Pd]. The product is [CH2:1]([O:3][CH:4]([O:18][CH2:19][CH3:20])[C@@H:5]([NH2:7])[CH3:6])[CH3:2]. The yield is 1.00. (2) The catalyst is CN1CCCC1=O.C(Cl)Cl. The reactants are [Br:1][C:2]1[CH:7]=[CH:6][N:5]=[C:4](F)[CH:3]=1.[CH2:9]([NH2:13])[CH2:10][CH2:11][CH3:12]. The yield is 0.450. The product is [Br:1][C:2]1[CH:7]=[CH:6][N:5]=[C:4]([NH:13][CH2:9][CH2:10][CH2:11][CH3:12])[CH:3]=1. (3) The reactants are [NH:1]1[CH:5]=[C:4]([C:6]2[C:7]([NH2:12])=[N:8][CH:9]=[CH:10][CH:11]=2)[CH:3]=[N:2]1.O1CCCC1.[H-].[Na+].[Br:20][C:21]1[CH:28]=[CH:27][C:24]([CH2:25]Br)=[CH:23][CH:22]=1. The catalyst is O.CN(C)C=O. The product is [Br:20][C:21]1[CH:28]=[CH:27][C:24]([CH2:25][N:1]2[CH:5]=[C:4]([C:6]3[C:7]([NH2:12])=[N:8][CH:9]=[CH:10][CH:11]=3)[CH:3]=[N:2]2)=[CH:23][CH:22]=1. The yield is 0.860. (4) The reactants are C[O:2][C:3](=[O:37])[C@@H:4]([NH:15][C:16]([C:18]1[C:19]([CH3:36])=[N:20][C:21]([NH:25][CH2:26][CH2:27][CH2:28][C:29]2[CH:34]=[CH:33][CH:32]=[C:31]([OH:35])[CH:30]=2)=[N:22][C:23]=1[CH3:24])=[O:17])[CH2:5][NH:6][C:7]([C:9]1[S:10][CH:11]=[CH:12][C:13]=1[Cl:14])=[O:8].O.[OH-].[Li+].S([O-])(O)(=O)=O.[K+]. The catalyst is C1COCC1.O. The product is [Cl:14][C:13]1[CH:12]=[CH:11][S:10][C:9]=1[C:7]([NH:6][CH2:5][C@H:4]([NH:15][C:16]([C:18]1[C:19]([CH3:36])=[N:20][C:21]([NH:25][CH2:26][CH2:27][CH2:28][C:29]2[CH:34]=[CH:33][CH:32]=[C:31]([OH:35])[CH:30]=2)=[N:22][C:23]=1[CH3:24])=[O:17])[C:3]([OH:37])=[O:2])=[O:8]. The yield is 0.660. (5) The reactants are [Cl:1][C:2]1[CH:3]=[C:4]([CH:30]=[CH:31][C:32]=1[O:33][CH:34]([CH3:36])[CH3:35])[C:5]([NH:7][C@H:8]([CH2:27][CH2:28][OH:29])[CH2:9][C:10]1[CH:15]=[CH:14][C:13]([C:16]2[N:17]=[C:18]([C:22](=[N:24][O:25]C)[CH3:23])[N:19]([CH3:21])[CH:20]=2)=[CH:12][CH:11]=1)=[O:6].CN(C(ON1N=NC2C=CC=CC1=2)=[N+](C)C)C.F[P-](F)(F)(F)(F)F.C1C=CC2N(O)N=NC=2C=1.Cl.CNOC. The catalyst is CN(C=O)C. The yield is 0.780. The product is [Cl:1][C:2]1[CH:3]=[C:4]([CH:30]=[CH:31][C:32]=1[O:33][CH:34]([CH3:36])[CH3:35])[C:5]([NH:7][C@H:8]([CH2:27][CH2:28][OH:29])[CH2:9][C:10]1[CH:11]=[CH:12][C:13]([C:16]2[N:17]=[C:18]([C:22](=[N:24][OH:25])[CH3:23])[N:19]([CH3:21])[CH:20]=2)=[CH:14][CH:15]=1)=[O:6].